Task: Regression. Given two drug SMILES strings and cell line genomic features, predict the synergy score measuring deviation from expected non-interaction effect.. Dataset: NCI-60 drug combinations with 297,098 pairs across 59 cell lines (1) Drug 1: CC1=C(N=C(N=C1N)C(CC(=O)N)NCC(C(=O)N)N)C(=O)NC(C(C2=CN=CN2)OC3C(C(C(C(O3)CO)O)O)OC4C(C(C(C(O4)CO)O)OC(=O)N)O)C(=O)NC(C)C(C(C)C(=O)NC(C(C)O)C(=O)NCCC5=NC(=CS5)C6=NC(=CS6)C(=O)NCCC[S+](C)C)O. Drug 2: C1CC(=O)NC(=O)C1N2C(=O)C3=CC=CC=C3C2=O. Cell line: MDA-MB-231. Synergy scores: CSS=27.3, Synergy_ZIP=-3.02, Synergy_Bliss=4.94, Synergy_Loewe=-17.2, Synergy_HSA=3.60. (2) Drug 1: C1CC(C1)(C(=O)O)C(=O)O.[NH2-].[NH2-].[Pt+2]. Drug 2: CCCCCOC(=O)NC1=NC(=O)N(C=C1F)C2C(C(C(O2)C)O)O. Cell line: PC-3. Synergy scores: CSS=6.14, Synergy_ZIP=-3.33, Synergy_Bliss=-4.14, Synergy_Loewe=-7.64, Synergy_HSA=-3.99. (3) Drug 1: C1=CC(=CC=C1C#N)C(C2=CC=C(C=C2)C#N)N3C=NC=N3. Drug 2: C1C(C(OC1N2C=NC3=C2NC=NCC3O)CO)O. Cell line: U251. Synergy scores: CSS=-4.28, Synergy_ZIP=-0.694, Synergy_Bliss=-6.11, Synergy_Loewe=-7.30, Synergy_HSA=-8.62. (4) Drug 1: CC12CCC(CC1=CCC3C2CCC4(C3CC=C4C5=CN=CC=C5)C)O. Drug 2: N.N.Cl[Pt+2]Cl. Cell line: UO-31. Synergy scores: CSS=7.07, Synergy_ZIP=7.33, Synergy_Bliss=6.88, Synergy_Loewe=8.82, Synergy_HSA=8.18. (5) Drug 1: CCN(CC)CCCC(C)NC1=C2C=C(C=CC2=NC3=C1C=CC(=C3)Cl)OC. Synergy scores: CSS=18.8, Synergy_ZIP=-2.55, Synergy_Bliss=-0.348, Synergy_Loewe=-61.8, Synergy_HSA=-2.68. Drug 2: C(CN)CNCCSP(=O)(O)O. Cell line: EKVX. (6) Drug 1: CC1CCC2CC(C(=CC=CC=CC(CC(C(=O)C(C(C(=CC(C(=O)CC(OC(=O)C3CCCCN3C(=O)C(=O)C1(O2)O)C(C)CC4CCC(C(C4)OC)O)C)C)O)OC)C)C)C)OC. Drug 2: C1=NNC2=C1C(=O)NC=N2. Cell line: RXF 393. Synergy scores: CSS=3.01, Synergy_ZIP=3.64, Synergy_Bliss=1.72, Synergy_Loewe=-9.50, Synergy_HSA=-0.923. (7) Drug 1: CC1C(C(CC(O1)OC2CC(CC3=C2C(=C4C(=C3O)C(=O)C5=C(C4=O)C(=CC=C5)OC)O)(C(=O)C)O)N)O.Cl. Drug 2: CC1=C(C=C(C=C1)NC(=O)C2=CC=C(C=C2)CN3CCN(CC3)C)NC4=NC=CC(=N4)C5=CN=CC=C5. Cell line: TK-10. Synergy scores: CSS=5.61, Synergy_ZIP=-2.99, Synergy_Bliss=3.32, Synergy_Loewe=-18.3, Synergy_HSA=-0.891. (8) Drug 1: CC1=C(C=C(C=C1)NC2=NC=CC(=N2)N(C)C3=CC4=NN(C(=C4C=C3)C)C)S(=O)(=O)N.Cl. Drug 2: CC1=C2C(C(=O)C3(C(CC4C(C3C(C(C2(C)C)(CC1OC(=O)C(C(C5=CC=CC=C5)NC(=O)OC(C)(C)C)O)O)OC(=O)C6=CC=CC=C6)(CO4)OC(=O)C)OC)C)OC. Cell line: IGROV1. Synergy scores: CSS=38.9, Synergy_ZIP=7.42, Synergy_Bliss=7.20, Synergy_Loewe=-18.6, Synergy_HSA=7.55.